Dataset: Forward reaction prediction with 1.9M reactions from USPTO patents (1976-2016). Task: Predict the product of the given reaction. (1) Given the reactants [CH3:1][O:2][C:3](=[O:22])[C:4]1[C:5](=[CH:10][C:11]([O:14][C:15]2[CH:20]=[CH:19][CH:18]=[CH:17][C:16]=2[NH2:21])=[CH:12][CH:13]=1)[C:6]([O:8][CH3:9])=[O:7].[CH2:23]([O:25][C:26]([CH:28]=[CH:29][C:30](Cl)=[O:31])=[O:27])[CH3:24], predict the reaction product. The product is: [CH3:1][O:2][C:3](=[O:22])[C:4]1[C:5](=[CH:10][C:11]([O:14][C:15]2[CH:20]=[CH:19][CH:18]=[CH:17][C:16]=2[NH:21][C:30](=[O:31])[CH:29]=[CH:28][C:26]([O:25][CH2:23][CH3:24])=[O:27])=[CH:12][CH:13]=1)[C:6]([O:8][CH3:9])=[O:7]. (2) Given the reactants Br[C:2]1[CH:21]=[CH:20][C:5]2[O:6][C:7]3[CH:15]=[C:14]([O:16][CH3:17])[CH:13]=[C:12]([O:18]C)[C:8]=3[C:9](=[O:11])[CH2:10][C:4]=2[CH:3]=1.[C:22]1(P(C2C=CC=CC=2)C2C=CC=CC=2)C=CC=C[CH:23]=1.C(N(C(C)C)CC)(C)C.C([Si](C)(C)C)#C, predict the reaction product. The product is: [CH2:22]([C:2]1[CH:21]=[CH:20][C:5]2[O:6][C:7]3[CH:15]=[C:14]([O:16][CH3:17])[CH:13]=[C:12]([OH:18])[C:8]=3[C:9](=[O:11])[CH2:10][C:4]=2[CH:3]=1)[CH3:23].